Dataset: Forward reaction prediction with 1.9M reactions from USPTO patents (1976-2016). Task: Predict the product of the given reaction. (1) Given the reactants [Cl:1][C:2]1[CH:3]=[C:4]([CH2:9][N:10]2[CH:14]=[C:13]([CH2:15]O)[N:12]=[N:11]2)[CH:5]=[CH:6][C:7]=1[Cl:8].P(Br)(Br)[Br:18].O.C([O-])(O)=O.[Na+], predict the reaction product. The product is: [Br:18][CH2:15][C:13]1[N:12]=[N:11][N:10]([CH2:9][C:4]2[CH:5]=[CH:6][C:7]([Cl:8])=[C:2]([Cl:1])[CH:3]=2)[CH:14]=1. (2) Given the reactants [CH2:1]([O:8][C:9]1[CH:14]=[CH:13][CH:12]=[C:11](Br)[CH:10]=1)[C:2]1[CH:7]=[CH:6][CH:5]=[CH:4][CH:3]=1.[CH3:16][O:17][C:18]1[CH:19]=[C:20]([CH:23]=[C:24]([O:26][CH3:27])[CH:25]=1)[CH:21]=[O:22].C([Li])CCC.O1C2C=CC(C(C3C=C(OC)C=C(OC)C=3)O)=CC=2OCC1, predict the reaction product. The product is: [CH2:1]([O:8][C:9]1[CH:10]=[C:11]([CH:21]([C:20]2[CH:23]=[C:24]([O:26][CH3:27])[CH:25]=[C:18]([O:17][CH3:16])[CH:19]=2)[OH:22])[CH:12]=[CH:13][CH:14]=1)[C:2]1[CH:7]=[CH:6][CH:5]=[CH:4][CH:3]=1. (3) Given the reactants [OH:1][CH2:2][C:3](N)=O.F[B-](F)(F)F.C([O+](CC)CC)C.[NH2:18][C:19]1[C:20]([NH:28][C@@H:29]2[CH2:34][O:33][CH:32]([CH2:35][C:36]#[N:37])[CH2:31][CH2:30]2)=[C:21]2[S:27][CH:26]=[CH:25][C:22]2=[N:23][CH:24]=1, predict the reaction product. The product is: [OH:1][CH2:2][C:3]1[N:28]([C@@H:29]2[CH2:34][O:33][C@@H:32]([CH2:35][C:36]#[N:37])[CH2:31][CH2:30]2)[C:20]2=[C:21]3[S:27][CH:26]=[CH:25][C:22]3=[N:23][CH:24]=[C:19]2[N:18]=1. (4) Given the reactants [Cl:1][C:2]1[CH:3]=[CH:4][C:5]([CH2:8]Cl)=[N:6][CH:7]=1.[C-:10]#[N:11].[K+], predict the reaction product. The product is: [Cl:1][C:2]1[CH:3]=[CH:4][C:5]([CH2:8][C:10]#[N:11])=[N:6][CH:7]=1. (5) Given the reactants [N:1]1([C:5]2[N:14]=[C:13]3[C:8]([C:9](=[O:29])[C:10]([C:26]([OH:28])=[O:27])=[CH:11][N:12]3CC3C=CC(OC)=CC=3OC)=[CH:7][C:6]=2[F:30])[CH2:4][CH2:3][CH2:2]1, predict the reaction product. The product is: [N:1]1([C:5]2[N:14]=[C:13]3[C:8]([C:9](=[O:29])[C:10]([C:26]([OH:28])=[O:27])=[CH:11][NH:12]3)=[CH:7][C:6]=2[F:30])[CH2:4][CH2:3][CH2:2]1. (6) Given the reactants [Cl:1][C:2]1[C:3]([NH:15][C:16]([C:18]2[N:19]([CH3:27])[N:20]=[C:21]3[C:26]=2[CH:25]=[CH:24][CH:23]=[CH:22]3)=[O:17])=[CH:4][C:5]([F:14])=[C:6]([CH2:8][C:9]([O:11]CC)=[O:10])[CH:7]=1.C1COCC1.[OH-].[Na+], predict the reaction product. The product is: [Cl:1][C:2]1[C:3]([NH:15][C:16]([C:18]2[N:19]([CH3:27])[N:20]=[C:21]3[C:26]=2[CH:25]=[CH:24][CH:23]=[CH:22]3)=[O:17])=[CH:4][C:5]([F:14])=[C:6]([CH2:8][C:9]([OH:11])=[O:10])[CH:7]=1. (7) Given the reactants [Cl:1][C:2]1[N:7]=[CH:6][C:5]([C@H:8]([NH:13][C@H:14]([C:19]([OH:21])=O)[CH2:15][CH:16]([CH3:18])[CH3:17])[C:9]([F:12])([F:11])[F:10])=[CH:4][CH:3]=1.Cl.[NH2:23][C:24]1([C:27]#[N:28])[CH2:26][CH2:25]1.CN(C(ON1N=NC2C=CC=NC1=2)=[N+](C)C)C.F[P-](F)(F)(F)(F)F.C(N(C(C)C)CC)(C)C, predict the reaction product. The product is: [Cl:1][C:2]1[N:7]=[CH:6][C:5]([C@H:8]([NH:13][C@H:14]([C:19]([NH:23][C:24]2([C:27]#[N:28])[CH2:26][CH2:25]2)=[O:21])[CH2:15][CH:16]([CH3:17])[CH3:18])[C:9]([F:10])([F:11])[F:12])=[CH:4][CH:3]=1. (8) Given the reactants [NH:1]1[C:9]2[C:4](=[CH:5][CH:6]=[CH:7][CH:8]=2)[CH:3]=[C:2]1[C:10]([OH:12])=O.CC[N:15](C(C)C)C(C)C.CN(C(ON1N=NC2C=CC=NC1=2)=[N+](C)C)C.F[P-](F)(F)(F)(F)F.[NH4+].[Cl-], predict the reaction product. The product is: [NH:1]1[C:9]2[C:4](=[CH:5][CH:6]=[CH:7][CH:8]=2)[CH:3]=[C:2]1[C:10]([NH2:15])=[O:12]. (9) Given the reactants FC(F)(F)C(OC(=O)C(F)(F)F)=O.[N:14]([N:16]1[CH2:21][CH2:20][CH2:19][CH2:18][CH:17]1[C:22]([OH:24])=[O:23])=O, predict the reaction product. The product is: [NH:14]1[N:16]2[CH2:21][CH2:20][CH2:19][CH2:18][CH:17]2[C:22](=[O:23])[O:24]1.